This data is from Forward reaction prediction with 1.9M reactions from USPTO patents (1976-2016). The task is: Predict the product of the given reaction. Given the reactants [C:1]1([S:7][C:8]2[CH:9]=[CH:10][C:11]([NH:14][C:15]3[S:16][CH:17]=[CH:18][N:19]=3)=[N:12][CH:13]=2)[CH:6]=[CH:5][CH:4]=[CH:3][CH:2]=1.ClC1C=CC=C(C(OO)=[O:28])C=1.S(OS([O-])=O)([O-])=O.[Na+].[Na+], predict the reaction product. The product is: [C:1]1([S:7]([C:8]2[CH:9]=[CH:10][C:11]([NH:14][C:15]3[S:16][CH:17]=[CH:18][N:19]=3)=[N:12][CH:13]=2)=[O:28])[CH:2]=[CH:3][CH:4]=[CH:5][CH:6]=1.